From a dataset of Full USPTO retrosynthesis dataset with 1.9M reactions from patents (1976-2016). Predict the reactants needed to synthesize the given product. (1) Given the product [CH:16]1([C:2]2[CH:10]=[CH:9][C:5]([C:6]([OH:8])=[O:7])=[CH:4][CH:3]=2)[CH2:15][CH2:14][CH2:13][CH:12]=[CH:11]1, predict the reactants needed to synthesize it. The reactants are: I[C:2]1[CH:10]=[CH:9][C:5]([C:6]([OH:8])=[O:7])=[CH:4][CH:3]=1.[CH:11]1[CH2:16][CH2:15][CH2:14][CH2:13][CH:12]=1. (2) Given the product [ClH:1].[NH2:11][CH:8]([C:7]1[CH:6]=[CH:5][C:4]([Cl:29])=[CH:3][CH:2]=1)[C:9]#[N:10], predict the reactants needed to synthesize it. The reactants are: [Cl:1][C:2]1[C:7]([CH:8]([NH:11]C(=O)CCC2C=CC(OCC#C)=C(OC)C=2)[C:9]#[N:10])=[CH:6][CH:5]=[C:4](C)[CH:3]=1.[Cl:29]C1C(CCC(O)=O)=CC(OC)=C(OCC#C)C=1.